Dataset: Reaction yield outcomes from USPTO patents with 853,638 reactions. Task: Predict the reaction yield, written as a fraction of the theoretical maximum amount of product (1.0 means a 100% yield; for example, 0.34 means a 34% yield). (1) The reactants are [OH:1][C:2]1[CH:11]=[CH:10][C:5]([C:6]([O:8][CH3:9])=[O:7])=[CH:4][CH:3]=1.[C:12]([N:19]1[CH2:25][CH2:24][CH2:23][C@H:20]1[CH2:21]O)([O:14][C:15]([CH3:18])([CH3:17])[CH3:16])=[O:13].C1C=CC(P(C2C=CC=CC=2)C2C=CC=CC=2)=CC=1.CC(OC(/N=N/C(OC(C)C)=O)=O)C. The catalyst is C1COCC1. The product is [C:15]([O:14][C:12]([N:19]1[CH2:25][CH2:24][CH2:23][C@H:20]1[CH2:21][O:1][C:2]1[CH:3]=[CH:4][C:5]([C:6]([O:8][CH3:9])=[O:7])=[CH:10][CH:11]=1)=[O:13])([CH3:18])([CH3:16])[CH3:17]. The yield is 0.770. (2) The reactants are [NH2:1][S:2]([NH:5][C:6]([C:8]1[CH:9]=[CH:10][C:11]2[C:12]([CH:32]3[CH2:37][CH2:36][CH2:35][CH2:34][CH2:33]3)=[C:13]3[C:19]4[CH:20]=[CH:21][C:22]([O:24][CH3:25])=[CH:23][C:18]=4[CH:17]=[C:16]([C:26]([O:28]C)=[O:27])[CH2:15][N:14]3[C:30]=2[CH:31]=1)=[O:7])(=[O:4])=[O:3].CO.[OH-].[Na+].Cl. The catalyst is CO.[H][H]. The product is [NH2:1][S:2]([NH:5][C:6]([C:8]1[CH:9]=[CH:10][C:11]2[C:12]([CH:32]3[CH2:37][CH2:36][CH2:35][CH2:34][CH2:33]3)=[C:13]3[C:19]4[CH:20]=[CH:21][C:22]([O:24][CH3:25])=[CH:23][C:18]=4[CH:17]=[C:16]([C:26]([OH:28])=[O:27])[CH2:15][N:14]3[C:30]=2[CH:31]=1)=[O:7])(=[O:3])=[O:4]. The yield is 0.920. (3) The reactants are CS(O[CH2:6][CH2:7][CH2:8][CH2:9][N:10]1[C:18](=[O:19])[C:17]2[N:16](CC=C)[C:15]([Cl:23])=[N:14][C:13]=2[N:12]([CH2:24][CH2:25][CH2:26][CH3:27])[C:11]1=[O:28])(=O)=O.C([O-])([O-])=O.[Cs+].[Cs+].[CH3:35][CH:36]1[N:40]([C:41]2[CH:46]=[CH:45][CH:44]=[CH:43][CH:42]=2)[C:39](=[O:47])[NH:38][C:37]1=[O:48].N1CCOCC1. The catalyst is C1C=CC([P]([Pd]([P](C2C=CC=CC=2)(C2C=CC=CC=2)C2C=CC=CC=2)([P](C2C=CC=CC=2)(C2C=CC=CC=2)C2C=CC=CC=2)[P](C2C=CC=CC=2)(C2C=CC=CC=2)C2C=CC=CC=2)(C2C=CC=CC=2)C2C=CC=CC=2)=CC=1.CO.CN(C=O)C. The product is [CH2:24]([N:12]1[C:13]2[N:14]=[C:15]([Cl:23])[NH:16][C:17]=2[C:18](=[O:19])[N:10]([CH2:9][CH2:8][CH2:7][CH2:6][N:38]2[C:37](=[O:48])[CH:36]([CH3:35])[N:40]([C:41]3[CH:46]=[CH:45][CH:44]=[CH:43][CH:42]=3)[C:39]2=[O:47])[C:11]1=[O:28])[CH2:25][CH2:26][CH3:27]. The yield is 0.710.